Predict the reaction yield, written as a fraction of the theoretical maximum amount of product (1.0 means a 100% yield; for example, 0.34 means a 34% yield). From a dataset of Reaction yield outcomes from USPTO patents with 853,638 reactions. (1) The reactants are [OH:1][C:2]1[CH:3]=[C:4]([CH:7]=[CH:8][C:9]=1[OH:10])[CH:5]=[O:6].[Na+].Cl[C:13]([F:18])([F:17])C([O-])=O.[OH-].[Na+].Cl. The catalyst is CN(C=O)C. The product is [F:17][CH:13]([F:18])[O:10][C:9]1[CH:8]=[CH:7][C:4]([CH:5]=[O:6])=[CH:3][C:2]=1[OH:1]. The yield is 0.240. (2) The reactants are [CH2:1]([OH:8])[C:2]1[CH:7]=[CH:6][CH:5]=[CH:4][CH:3]=1.[H-].[Na+].[NH2:11][C:12]1[CH:17]=[N:16][CH:15]=[C:14](Cl)[N:13]=1. The catalyst is O1CCOCC1.C(OCC)(=O)C. The product is [NH2:11][C:12]1[CH:17]=[N:16][CH:15]=[C:14]([O:8][CH2:1][C:2]2[CH:7]=[CH:6][CH:5]=[CH:4][CH:3]=2)[N:13]=1. The yield is 0.330. (3) The product is [N:47]1[CH:46]=[CH:45][CH:44]=[CH:43][C:42]=1[NH:41][C:17]([C:15]1[CH:14]=[C:13]([O:20][CH:21]([CH3:22])[CH3:23])[C:11]2[CH2:12][CH:8]([CH2:1][C:2]3[CH:3]=[CH:4][CH:5]=[CH:6][CH:7]=3)[O:9][C:10]=2[CH:16]=1)=[O:18]. The catalyst is CN(C=O)C. The yield is 0.210. The reactants are [CH2:1]([CH:8]1[CH2:12][C:11]2[C:13]([O:20][CH:21]([CH3:23])[CH3:22])=[CH:14][C:15]([C:17](O)=[O:18])=[CH:16][C:10]=2[O:9]1)[C:2]1[CH:7]=[CH:6][CH:5]=[CH:4][CH:3]=1.CCN(C(C)C)C(C)C.CN(C(O[N:41]1N=N[C:43]2[CH:44]=[CH:45][CH:46]=[N:47][C:42]1=2)=[N+](C)C)C.F[P-](F)(F)(F)(F)F.N1C=CC=CC=1N. (4) The product is [CH2:1]([O:5][C:6]1[CH:11]=[CH:10][C:9]([S:13]([Cl:12])(=[O:15])=[O:14])=[CH:8][CH:7]=1)[C:2]#[C:3][CH3:4]. The reactants are [CH2:1]([O:5][C:6]1[CH:11]=[CH:10][CH:9]=[CH:8][CH:7]=1)[C:2]#[C:3][CH3:4].[Cl:12][S:13](O)(=[O:15])=[O:14].C(Cl)(=O)C(Cl)=O.CN(C=O)C. The yield is 0.530. The catalyst is ClCCl.CCCCCC. (5) The reactants are [NH2:1][C@H:2]([C:25]1[CH:30]=[CH:29][C:28]([O:31][CH2:32][C:33](=[O:49])[N:34]([CH2:42][CH2:43][O:44][Si](C)(C)C)[CH2:35][CH2:36][O:37][Si](C)(C)C)=[CH:27][CH:26]=1)[C:3]([NH:5][C@H:6]([C:15]1[NH:19][C:18]2[CH:20]=[C:21]([I:24])[CH:22]=[CH:23][C:17]=2[N:16]=1)[C@H:7]([C:9]1[CH:14]=[CH:13][CH:12]=[CH:11][CH:10]=1)[CH3:8])=[O:4].[O:50]=[C:51](Cl)OC(Cl)(Cl)Cl. No catalyst specified. The product is [OH:37][CH2:36][CH2:35][N:34]([CH2:42][CH2:43][OH:44])[C:33](=[O:49])[CH2:32][O:31][C:28]1[CH:29]=[CH:30][C:25]([C@@H:2]2[C:3](=[O:4])[N:5]([C@H:6]([C:15]3[NH:19][C:18]4[CH:20]=[C:21]([I:24])[CH:22]=[CH:23][C:17]=4[N:16]=3)[C@H:7]([C:9]3[CH:14]=[CH:13][CH:12]=[CH:11][CH:10]=3)[CH3:8])[C:51](=[O:50])[NH:1]2)=[CH:26][CH:27]=1. The yield is 0.277. (6) The reactants are [Cl:1][C:2]1[N:7]=[C:6]2[NH:8][CH:9]=[C:10]([C:11]#[N:12])[C:5]2=[C:4]([I:13])[CH:3]=1.[H-].[Na+].[CH3:16][Si:17]([CH3:24])([CH3:23])[CH2:18][CH2:19][O:20][CH2:21]Cl.O. The catalyst is CN(C)C=O. The product is [Cl:1][C:2]1[N:7]=[C:6]2[N:8]([CH2:21][O:20][CH2:19][CH2:18][Si:17]([CH3:24])([CH3:23])[CH3:16])[CH:9]=[C:10]([C:11]#[N:12])[C:5]2=[C:4]([I:13])[CH:3]=1. The yield is 0.900. (7) The reactants are [NH2:1][C:2]1[CH:3]=[CH:4][C:5]2[S:9][C:8]([CH3:10])=[N:7][C:6]=2[CH:11]=1.[C:12]1([N:18]2[C:28]3[C:23](=[CH:24][CH:25]=[CH:26][CH:27]=3)[C:21](=O)[C:19]2=[O:20])[CH:17]=[CH:16][CH:15]=[CH:14][CH:13]=1. No catalyst specified. The product is [CH3:10][C:8]1[S:9][C:5]2[CH:4]=[CH:3][C:2]([N:1]=[C:21]3[C:23]4[C:28](=[CH:27][CH:26]=[CH:25][CH:24]=4)[N:18]([C:12]4[CH:13]=[CH:14][CH:15]=[CH:16][CH:17]=4)[C:19]3=[O:20])=[CH:11][C:6]=2[N:7]=1. The yield is 0.323. (8) The reactants are [CH:1]([C:4]1[CH:5]=[C:6]([CH:10]=[C:11]([CH:15]([CH3:17])[CH3:16])[C:12]=1[O:13][CH3:14])[C:7]([OH:9])=O)([CH3:3])[CH3:2].C(Cl)(=O)C(Cl)=O.[Sn](Cl)(Cl)(Cl)Cl.[CH:29]1[C:38]2[C:33](=[CH:34][CH:35]=[CH:36][CH:37]=2)[CH:32]=[CH:31][C:30]=1[CH2:39][C:40]1[O:41][C:42]([CH3:46])=[C:43]([CH3:45])[CH:44]=1. The catalyst is CN(C)C=O.C(Cl)Cl. The product is [CH:29]1[C:38]2[C:33](=[CH:34][CH:35]=[CH:36][CH:37]=2)[CH:32]=[CH:31][C:30]=1[CH2:39][C:40]1[O:41][C:42]([CH3:46])=[C:43]([CH3:45])[C:44]=1[C:7]([C:6]1[CH:10]=[C:11]([CH:15]([CH3:17])[CH3:16])[C:12]([O:13][CH3:14])=[C:4]([CH:1]([CH3:2])[CH3:3])[CH:5]=1)=[O:9]. The yield is 0.200.